From a dataset of Reaction yield outcomes from USPTO patents with 853,638 reactions. Predict the reaction yield, written as a fraction of the theoretical maximum amount of product (1.0 means a 100% yield; for example, 0.34 means a 34% yield). (1) The reactants are [F:1][C:2]1[CH:7]=[CH:6][C:5]([C:8]2[CH:12]=[C:11]([NH2:13])[NH:10][N:9]=2)=[CH:4][CH:3]=1.[Br:14][CH:15]([CH:18]=O)[CH:16]=O.O.C1(C)C=CC(S(O)(=O)=O)=CC=1. The catalyst is C(O)C.ClCCl. The product is [Br:14][C:15]1[CH:16]=[N:13][C:11]2[N:10]([N:9]=[C:8]([C:5]3[CH:4]=[CH:3][C:2]([F:1])=[CH:7][CH:6]=3)[CH:12]=2)[CH:18]=1. The yield is 0.0290. (2) The reactants are Br[C:2]1[CH:7]=[CH:6][C:5]([C@@H:8]([N:10]2[CH2:15][CH2:14][C@:13]([CH2:22][CH2:23][CH2:24][OH:25])([C:16]3[CH:21]=[CH:20][CH:19]=[CH:18][CH:17]=3)[O:12][C:11]2=[O:26])[CH3:9])=[CH:4][CH:3]=1.[CH2:27]([Sn](CCCC)(CCCC)C=C)[CH2:28]CC. The catalyst is C1(C)C=CC=CC=1.C1C=CC(/C=C/C(/C=C/C2C=CC=CC=2)=O)=CC=1.C1C=CC(/C=C/C(/C=C/C2C=CC=CC=2)=O)=CC=1.C1C=CC(/C=C/C(/C=C/C2C=CC=CC=2)=O)=CC=1.[Pd].[Pd].C1C=CC(P(C2C(C3C(P(C4C=CC=CC=4)C4C=CC=CC=4)=CC=C4C=3C=CC=C4)=C3C(C=CC=C3)=CC=2)C2C=CC=CC=2)=CC=1. The product is [OH:25][CH2:24][CH2:23][CH2:22][C@@:13]1([C:16]2[CH:21]=[CH:20][CH:19]=[CH:18][CH:17]=2)[O:12][C:11](=[O:26])[N:10]([C@H:8]([C:5]2[CH:6]=[CH:7][C:2]([CH:27]=[CH2:28])=[CH:3][CH:4]=2)[CH3:9])[CH2:15][CH2:14]1. The yield is 0.300. (3) The reactants are BrCC(Br)=O.[Br:6][CH2:7][C:8]([NH:10][C:11]1[CH:16]=[CH:15][CH:14]=[C:13]([C:17]([F:20])([F:19])[F:18])[CH:12]=1)=[O:9].FC(F)(F)C1C=C(C=CC=1)N.C(N(CC)CC)C. The catalyst is C1COCC1. The product is [Br:6][CH2:7][C:8]([NH:10][C:11]1[CH:16]=[CH:15][CH:14]=[C:13]([C:17]([F:18])([F:19])[F:20])[CH:12]=1)=[O:9]. The yield is 1.00. (4) The reactants are [Br:1][C:2]1[CH:7]=[CH:6][C:5]([C:8]([NH:10][C:11]2[N:15]([CH3:16])[N:14]=[CH:13][C:12]=2[C:17]([NH:19][CH2:20][C@@H:21]2[CH2:25][CH2:24][N:23]([C:26]([CH:28]3[CH2:30][CH2:29]3)=[O:27])[CH2:22]2)=[O:18])=O)=[C:4]([F:31])[CH:3]=1. The catalyst is ClCCCl.ClCCl.Cl[Ti](Cl)(Cl)Cl. The product is [Br:1][C:2]1[CH:7]=[CH:6][C:5]([C:8]2[N:19]([CH2:20][C@@H:21]3[CH2:25][CH2:24][N:23]([C:26]([CH:28]4[CH2:30][CH2:29]4)=[O:27])[CH2:22]3)[C:17](=[O:18])[C:12]3[CH:13]=[N:14][N:15]([CH3:16])[C:11]=3[N:10]=2)=[C:4]([F:31])[CH:3]=1. The yield is 0.195.